Dataset: Peptide-MHC class I binding affinity with 185,985 pairs from IEDB/IMGT. Task: Regression. Given a peptide amino acid sequence and an MHC pseudo amino acid sequence, predict their binding affinity value. This is MHC class I binding data. (1) The peptide sequence is VLDATNDGLI. The MHC is HLA-A02:01 with pseudo-sequence HLA-A02:01. The binding affinity (normalized) is 0.454. (2) The peptide sequence is FVFRSPFIVI. The binding affinity (normalized) is 0.525. The MHC is HLA-A02:01 with pseudo-sequence HLA-A02:01. (3) The peptide sequence is IVTDSQYAL. The MHC is HLA-B14:02 with pseudo-sequence HLA-B14:02. The binding affinity (normalized) is 0.0457.